This data is from NCI-60 drug combinations with 297,098 pairs across 59 cell lines. The task is: Regression. Given two drug SMILES strings and cell line genomic features, predict the synergy score measuring deviation from expected non-interaction effect. (1) Drug 1: CC1=C(C=C(C=C1)C(=O)NC2=CC(=CC(=C2)C(F)(F)F)N3C=C(N=C3)C)NC4=NC=CC(=N4)C5=CN=CC=C5. Drug 2: COC1=C2C(=CC3=C1OC=C3)C=CC(=O)O2. Cell line: M14. Synergy scores: CSS=-8.47, Synergy_ZIP=10.4, Synergy_Bliss=14.2, Synergy_Loewe=-3.30, Synergy_HSA=-0.984. (2) Drug 1: CC1=C2C(C(=O)C3(C(CC4C(C3C(C(C2(C)C)(CC1OC(=O)C(C(C5=CC=CC=C5)NC(=O)OC(C)(C)C)O)O)OC(=O)C6=CC=CC=C6)(CO4)OC(=O)C)O)C)O. Drug 2: B(C(CC(C)C)NC(=O)C(CC1=CC=CC=C1)NC(=O)C2=NC=CN=C2)(O)O. Cell line: HOP-62. Synergy scores: CSS=47.3, Synergy_ZIP=-4.75, Synergy_Bliss=-7.50, Synergy_Loewe=-3.65, Synergy_HSA=-8.49. (3) Drug 1: C1=CC(=CC=C1CCCC(=O)O)N(CCCl)CCCl. Drug 2: C1CN1P(=S)(N2CC2)N3CC3. Cell line: SR. Synergy scores: CSS=70.4, Synergy_ZIP=-2.38, Synergy_Bliss=-6.02, Synergy_Loewe=-6.07, Synergy_HSA=-3.15. (4) Drug 1: COC1=CC(=CC(=C1O)OC)C2C3C(COC3=O)C(C4=CC5=C(C=C24)OCO5)OC6C(C(C7C(O6)COC(O7)C8=CC=CS8)O)O. Drug 2: C1CN1P(=S)(N2CC2)N3CC3. Cell line: PC-3. Synergy scores: CSS=24.5, Synergy_ZIP=-7.53, Synergy_Bliss=-0.734, Synergy_Loewe=1.97, Synergy_HSA=2.53. (5) Cell line: HCC-2998. Drug 2: C1CNP(=O)(OC1)N(CCCl)CCCl. Drug 1: CC12CCC3C(C1CCC2=O)CC(=C)C4=CC(=O)C=CC34C. Synergy scores: CSS=21.3, Synergy_ZIP=0.0590, Synergy_Bliss=-0.253, Synergy_Loewe=-17.3, Synergy_HSA=-0.985. (6) Drug 1: CN(C(=O)NC(C=O)C(C(C(CO)O)O)O)N=O. Drug 2: CC(C)NC(=O)C1=CC=C(C=C1)CNNC.Cl. Cell line: COLO 205. Synergy scores: CSS=-2.37, Synergy_ZIP=-0.0391, Synergy_Bliss=-3.14, Synergy_Loewe=-3.73, Synergy_HSA=-4.99. (7) Drug 1: CCCCCOC(=O)NC1=NC(=O)N(C=C1F)C2C(C(C(O2)C)O)O. Drug 2: CCN(CC)CCNC(=O)C1=C(NC(=C1C)C=C2C3=C(C=CC(=C3)F)NC2=O)C. Cell line: CCRF-CEM. Synergy scores: CSS=-9.93, Synergy_ZIP=3.74, Synergy_Bliss=-3.03, Synergy_Loewe=-7.96, Synergy_HSA=-9.26. (8) Drug 1: C1CC(=O)NC(=O)C1N2CC3=C(C2=O)C=CC=C3N. Drug 2: CS(=O)(=O)OCCCCOS(=O)(=O)C. Cell line: PC-3. Synergy scores: CSS=12.3, Synergy_ZIP=-2.56, Synergy_Bliss=0.992, Synergy_Loewe=3.04, Synergy_HSA=3.05. (9) Drug 1: C1=CC(=C2C(=C1NCCNCCO)C(=O)C3=C(C=CC(=C3C2=O)O)O)NCCNCCO. Drug 2: C1=C(C(=O)NC(=O)N1)F. Cell line: NCI-H522. Synergy scores: CSS=53.2, Synergy_ZIP=-9.55, Synergy_Bliss=-10.3, Synergy_Loewe=-27.7, Synergy_HSA=-6.40.